This data is from Forward reaction prediction with 1.9M reactions from USPTO patents (1976-2016). The task is: Predict the product of the given reaction. (1) Given the reactants [N:1]([C@H:4]1[C@@H:8]([CH2:9][CH3:10])[CH2:7][N:6]([C:11]([O:13][CH2:14][C:15]2[CH:20]=[CH:19][CH:18]=[CH:17][CH:16]=2)=[O:12])[CH2:5]1)=[N+]=[N-].O, predict the reaction product. The product is: [NH2:1][C@H:4]1[C@@H:8]([CH2:9][CH3:10])[CH2:7][N:6]([C:11]([O:13][CH2:14][C:15]2[CH:16]=[CH:17][CH:18]=[CH:19][CH:20]=2)=[O:12])[CH2:5]1. (2) The product is: [Cl:35][C:32]1[CH:33]=[CH:34][C:29]([S:26]([N:15]([C@@H:16]2[CH2:22][C:21]([F:24])([F:23])[CH2:20][CH2:19][NH:18][C:17]2=[O:25])[CH2:14][CH:11]2[CH2:10][CH2:9][NH:8][CH2:13][CH2:12]2)(=[O:27])=[O:28])=[CH:30][CH:31]=1. Given the reactants C(OC([N:8]1[CH2:13][CH2:12][CH:11]([CH2:14][N:15]([S:26]([C:29]2[CH:34]=[CH:33][C:32]([Cl:35])=[CH:31][CH:30]=2)(=[O:28])=[O:27])[C@@H:16]2[CH2:22][C:21]([F:24])([F:23])[CH2:20][CH2:19][NH:18][C:17]2=[O:25])[CH2:10][CH2:9]1)=O)(C)(C)C, predict the reaction product.